This data is from Reaction yield outcomes from USPTO patents with 853,638 reactions. The task is: Predict the reaction yield, written as a fraction of the theoretical maximum amount of product (1.0 means a 100% yield; for example, 0.34 means a 34% yield). (1) The reactants are Cl[C:2]1[C:11]([N+:12]([O-:14])=[O:13])=[CH:10][C:5]([C:6]([O:8][CH3:9])=[O:7])=[CH:4][N:3]=1.[CH2:15]([NH:22][CH2:23][C:24]([O:26][CH3:27])=[O:25])[C:16]1[CH:21]=[CH:20][CH:19]=[CH:18][CH:17]=1.Cl[CH2:29]Cl. No catalyst specified. The product is [CH2:15]([N:22]([CH2:23][C:24]([O:26][CH2:27][CH3:29])=[O:25])[C:2]1[C:11]([N+:12]([O-:14])=[O:13])=[CH:10][C:5]([C:6]([O:8][CH3:9])=[O:7])=[CH:4][N:3]=1)[C:16]1[CH:21]=[CH:20][CH:19]=[CH:18][CH:17]=1. The yield is 0.900. (2) The reactants are [F:1][C:2]([F:29])([F:28])[C:3](=[O:27])[CH2:4][CH2:5][CH2:6][CH2:7][CH2:8][CH2:9][C:10]([NH:12][C:13]1[CH:14]=[C:15]([C:19]2[CH:24]=[CH:23][C:22](SC)=[CH:21][CH:20]=2)[CH:16]=[CH:17][CH:18]=1)=[O:11].[C:30]([O-])(O)=O.[Na+].O[O:36][S:37]([O-:39])=O.[K+]. The catalyst is CO.O. The product is [F:1][C:2]([F:28])([F:29])[C:3](=[O:27])[CH2:4][CH2:5][CH2:6][CH2:7][CH2:8][CH2:9][C:10]([NH:12][C:13]1[CH:14]=[C:15]([C:19]2[CH:24]=[CH:23][C:22]([S:37]([CH3:30])(=[O:39])=[O:36])=[CH:21][CH:20]=2)[CH:16]=[CH:17][CH:18]=1)=[O:11]. The yield is 0.620. (3) The catalyst is C(Cl)Cl. The reactants are [CH3:1][O:2][C:3]1[CH:4]=[C:5]2[C:10](=[CH:11][C:12]=1[O:13][CH2:14][CH:15]1[CH2:20][CH2:19][N:18](C(OC(C)(C)C)=O)[CH2:17][CH2:16]1)[N:9]=[CH:8][N:7]=[C:6]2[O:28][C:29]1[CH:30]=[C:31]2[C:35](=[CH:36][CH:37]=1)[NH:34][C:33]([CH3:38])=[CH:32]2.C(O)(C(F)(F)F)=O. The product is [CH3:1][O:2][C:3]1[CH:4]=[C:5]2[C:10](=[CH:11][C:12]=1[O:13][CH2:14][CH:15]1[CH2:20][CH2:19][NH:18][CH2:17][CH2:16]1)[N:9]=[CH:8][N:7]=[C:6]2[O:28][C:29]1[CH:30]=[C:31]2[C:35](=[CH:36][CH:37]=1)[NH:34][C:33]([CH3:38])=[CH:32]2. The yield is 0.960. (4) The reactants are [CH3:1][O:2][C:3]1[CH:10]=[CH:9][C:8]([N+:11]([O-])=O)=[CH:7][C:4]=1[CH2:5][OH:6].Cl[Sn]Cl.O.[OH-].[Na+]. The catalyst is CCO. The product is [OH:6][CH2:5][C:4]1[CH:7]=[C:8]([CH:9]=[CH:10][C:3]=1[O:2][CH3:1])[NH2:11].[NH2:11][C:8]1[CH:9]=[CH:10][CH:3]=[CH:4][CH:7]=1. The yield is 0.840. (5) The catalyst is C1COCC1. The product is [CH3:1][O:2][C:3]1[N:4]=[CH:5][C:6]([CH2:9][OH:10])=[N:7][CH:8]=1. The yield is 0.540. The reactants are [CH3:1][O:2][C:3]1[N:4]=[CH:5][C:6]([C:9](OC)=[O:10])=[N:7][CH:8]=1.[BH4-].[Na+].CO. (6) The reactants are [CH3:1][O:2][C:3]1[CH:4]=[C:5]2[C:10](=[C:11]3[CH2:15][C:14]([CH3:17])([CH3:16])[O:13][C:12]=13)[C:9]([C:18]1[CH:19]=[C:20]([OH:24])[CH:21]=[CH:22][CH:23]=1)=[N:8][C:7]([CH3:26])([CH3:25])[CH2:6]2.Br[CH2:28][C:29]([O:31][CH3:32])=[O:30].C(=O)([O-])[O-].[K+].[K+].O. The catalyst is CN(C)C=O. The product is [CH3:1][O:2][C:3]1[CH:4]=[C:5]2[C:10](=[C:11]3[CH2:15][C:14]([CH3:17])([CH3:16])[O:13][C:12]=13)[C:9]([C:18]1[CH:19]=[C:20]([CH:21]=[CH:22][CH:23]=1)[O:24][CH2:28][C:29]([O:31][CH3:32])=[O:30])=[N:8][C:7]([CH3:26])([CH3:25])[CH2:6]2. The yield is 0.950. (7) The reactants are [CH3:1][C:2]1([CH3:14])[C:6]([CH3:8])([CH3:7])[O:5][B:4]([C:9]2[CH:10]=[N:11][NH:12][CH:13]=2)[O:3]1.C(=O)([O-])[O-].[Cs+].[Cs+].Br[CH:22]1[CH2:25][S:24](=[O:27])(=[O:26])[CH2:23]1. The catalyst is CN(C)C=O. The product is [CH3:1][C:2]1([CH3:14])[C:6]([CH3:7])([CH3:8])[O:5][B:4]([C:9]2[CH:13]=[N:12][N:11]([CH:22]3[CH2:25][S:24](=[O:27])(=[O:26])[CH2:23]3)[CH:10]=2)[O:3]1. The yield is 0.120.